This data is from Forward reaction prediction with 1.9M reactions from USPTO patents (1976-2016). The task is: Predict the product of the given reaction. Given the reactants [F:1][C:2]1[CH:7]=[CH:6][C:5]([C:8]2[C:19]([C:20]3[CH:25]=[CH:24][C:23](=[O:26])[N:22]([C:27]4[CH:32]=[CH:31][CH:30]=[CH:29][C:28]=4[CH3:33])[N:21]=3)=[C:11]3[NH:12][CH2:13][CH:14]([C:16]([OH:18])=O)[CH2:15][N:10]3[N:9]=2)=[CH:4][CH:3]=1.CCN=C=N[CH2:39][CH2:40][CH2:41][N:42](C)C.Cl.C1(N)CC1, predict the reaction product. The product is: [CH:41]1([NH:42][C:16]([CH:14]2[CH2:15][N:10]3[N:9]=[C:8]([C:5]4[CH:6]=[CH:7][C:2]([F:1])=[CH:3][CH:4]=4)[C:19]([C:20]4[CH:25]=[CH:24][C:23](=[O:26])[N:22]([C:27]5[CH:32]=[CH:31][CH:30]=[CH:29][C:28]=5[CH3:33])[N:21]=4)=[C:11]3[NH:12][CH2:13]2)=[O:18])[CH2:39][CH2:40]1.